The task is: Regression. Given a peptide amino acid sequence and an MHC pseudo amino acid sequence, predict their binding affinity value. This is MHC class I binding data.. This data is from Peptide-MHC class I binding affinity with 185,985 pairs from IEDB/IMGT. (1) The peptide sequence is HPDFCKNRRY. The MHC is HLA-B53:01 with pseudo-sequence HLA-B53:01. The binding affinity (normalized) is 0.350. (2) The peptide sequence is KLYVNGKAY. The MHC is HLA-A26:01 with pseudo-sequence HLA-A26:01. The binding affinity (normalized) is 0.0847. (3) The binding affinity (normalized) is 0.381. The MHC is HLA-B07:02 with pseudo-sequence HLA-B07:02. The peptide sequence is TPQAPTSEIQ. (4) The peptide sequence is LVMAFIAFL. The MHC is HLA-A02:17 with pseudo-sequence HLA-A02:17. The binding affinity (normalized) is 0.747. (5) The peptide sequence is YPGIKVRQL. The MHC is HLA-A02:06 with pseudo-sequence HLA-A02:06. The binding affinity (normalized) is 0. (6) The peptide sequence is PYDCKELRL. The MHC is HLA-A26:02 with pseudo-sequence HLA-A26:02. The binding affinity (normalized) is 0.0847.